Task: Predict the product of the given reaction.. Dataset: Forward reaction prediction with 1.9M reactions from USPTO patents (1976-2016) (1) Given the reactants [NH2:1][C:2]1[N:7]=[C:6](Cl)[C:5]([S:9][C:10]2[CH:15]=[CH:14][C:13]([CH2:16][C:17]#[N:18])=[CH:12][CH:11]=2)=[C:4]([CH3:19])[N:3]=1.[CH2:20]([NH2:24])[CH2:21][CH2:22][CH3:23], predict the reaction product. The product is: [NH2:1][C:2]1[N:7]=[C:6]([NH:24][CH2:20][CH2:21][CH2:22][CH3:23])[C:5]([S:9][C:10]2[CH:15]=[CH:14][C:13]([CH2:16][C:17]#[N:18])=[CH:12][CH:11]=2)=[C:4]([CH3:19])[N:3]=1. (2) Given the reactants C(OC(=O)[NH:10][C:11]12[CH2:20][CH:15]3[CH2:16][CH:17]([CH2:19][CH:13]([CH:14]3[SH:21])[CH2:12]1)[CH2:18]2)C1C=CC=CC=1.Br, predict the reaction product. The product is: [NH2:10][C:11]12[CH2:20][CH:15]3[CH2:16][CH:17]([CH2:19][CH:13]([CH:14]3[SH:21])[CH2:12]1)[CH2:18]2. (3) Given the reactants Br[CH2:2][CH2:3][CH2:4][CH2:5][N:6]1[C:14]2[C:9](=[CH:10][CH:11]=[CH:12][CH:13]=2)[CH:8]=[C:7]1S(C1C=CC(C)=CC=1)(=O)=O.C([SnH](CCCC)CCCC)CCC.N(C(C)(C)C#N)=NC(C)(C)C#N, predict the reaction product. The product is: [CH:10]1[CH:11]=[CH:12][CH:13]=[C:14]2[C:9]=1[CH:8]=[C:7]1[CH2:2][CH2:3][CH2:4][CH2:5][N:6]12. (4) Given the reactants [CH3:1][O:2][C:3]1[CH:23]=[CH:22][C:6]([CH2:7][O:8][C:9]2[CH:14]=[CH:13][CH:12]=[CH:11][C:10]=2[C:15](=O)[CH2:16][CH2:17][C:18](=O)[CH3:19])=[CH:5][CH:4]=1.[CH2:24]([O:26][C:27](=[O:35])[C:28]1[CH:33]=[C:32]([NH2:34])[CH:31]=[N:30][CH:29]=1)[CH3:25], predict the reaction product. The product is: [CH2:24]([O:26][C:27](=[O:35])[C:28]1[CH:33]=[C:32]([N:34]2[C:18]([CH3:19])=[CH:17][CH:16]=[C:15]2[C:10]2[CH:11]=[CH:12][CH:13]=[CH:14][C:9]=2[O:8][CH2:7][C:6]2[CH:22]=[CH:23][C:3]([O:2][CH3:1])=[CH:4][CH:5]=2)[CH:31]=[N:30][CH:29]=1)[CH3:25].